From a dataset of Catalyst prediction with 721,799 reactions and 888 catalyst types from USPTO. Predict which catalyst facilitates the given reaction. Reactant: [C:1]([C:3]1[CH:4]=[C:5]([NH:10][C:11]2[N:19]=[CH:18][CH:17]=[CH:16][C:12]=2[C:13]([OH:15])=O)[CH:6]=[C:7]([F:9])[CH:8]=1)#[N:2].Cl.[NH2:21][C:22]([CH3:27])([CH2:25][CH3:26])[C:23]#[CH:24].C1C=CC2N(O)N=NC=2C=1.CCN=C=NCCCN(C)C.CCN(C(C)C)C(C)C. Product: [C:1]([C:3]1[CH:4]=[C:5]([NH:10][C:11]2[N:19]=[CH:18][CH:17]=[CH:16][C:12]=2[C:13]([NH:21][C:22]([CH3:27])([CH2:25][CH3:26])[C:23]#[CH:24])=[O:15])[CH:6]=[C:7]([F:9])[CH:8]=1)#[N:2]. The catalyst class is: 2.